Task: Regression. Given a peptide amino acid sequence and an MHC pseudo amino acid sequence, predict their binding affinity value. This is MHC class II binding data.. Dataset: Peptide-MHC class II binding affinity with 134,281 pairs from IEDB The peptide sequence is VNMVRRGVRSLSNKI. The MHC is DRB3_0301 with pseudo-sequence DRB3_0301. The binding affinity (normalized) is 0.936.